Predict the reaction yield, written as a fraction of the theoretical maximum amount of product (1.0 means a 100% yield; for example, 0.34 means a 34% yield). From a dataset of Reaction yield outcomes from USPTO patents with 853,638 reactions. (1) The reactants are [CH3:1][C:2]([S@@:5]([NH2:7])=[O:6])([CH3:4])[CH3:3].[CH:8]([CH:10]1[CH2:15][CH2:14][N:13]([C:16]([O:18][C:19]([CH3:22])([CH3:21])[CH3:20])=[O:17])[CH2:12][CH2:11]1)=O. The catalyst is C(Cl)Cl. The product is [C:2]([S@@:5](/[N:7]=[CH:8]/[CH:10]1[CH2:15][CH2:14][N:13]([C:16]([O:18][C:19]([CH3:20])([CH3:22])[CH3:21])=[O:17])[CH2:12][CH2:11]1)=[O:6])([CH3:4])([CH3:3])[CH3:1]. The yield is 0.651. (2) The reactants are [CH2:1]([O:8][C:9](=[O:19])[NH:10][C@@H:11]1[C:14](=[O:15])[N:13](OC)[C@H:12]1[CH3:18])[C:2]1[CH:7]=[CH:6][CH:5]=[CH:4][CH:3]=1. The catalyst is C1COCC1.CCOC(C)=O. The product is [CH2:1]([O:8][C:9](=[O:19])[NH:10][C@@H:11]1[C:14](=[O:15])[NH:13][C@H:12]1[CH3:18])[C:2]1[CH:7]=[CH:6][CH:5]=[CH:4][CH:3]=1. The yield is 0.600. (3) The reactants are C([O:8][C:9]1[CH:10]=[C:11]([C:15]2[CH:24]=[C:23]3[C:18]([CH2:19][CH2:20][CH:21]([C:25]([O:27][CH3:28])=[O:26])[CH2:22]3)=[CH:17][CH:16]=2)[CH:12]=[CH:13][CH:14]=1)C1C=CC=CC=1. The catalyst is O1CCCC1. The product is [OH:8][C:9]1[CH:10]=[C:11]([C:15]2[CH:24]=[C:23]3[C:18]([CH2:19][CH2:20][CH:21]([C:25]([O:27][CH3:28])=[O:26])[CH2:22]3)=[CH:17][CH:16]=2)[CH:12]=[CH:13][CH:14]=1. The yield is 0.740. (4) The reactants are [CH2:1]([CH:3]1[CH2:11][C:10]2[C:5](=[CH:6][CH:7]=[CH:8][C:9]=2[C:12]2[CH:17]=[CH:16][CH:15]=[CH:14][CH:13]=2)[CH:4]1O)[CH3:2].C(N(CC)CC)C.CS(Cl)(=O)=O. The catalyst is CN(C)C1C=CN=CC=1.C(Cl)Cl. The product is [CH2:1]([C:3]1[CH2:4][C:5]2[C:10]([CH:11]=1)=[C:9]([C:12]1[CH:17]=[CH:16][CH:15]=[CH:14][CH:13]=1)[CH:8]=[CH:7][CH:6]=2)[CH3:2]. The yield is 0.730. (5) The reactants are [Li+].CC([N-]C(C)C)C.[C:9]([O:15][CH3:16])(=[O:14])[CH2:10][C:11]([CH3:13])=[O:12].[CH:17]1([C:22](=[O:36])[CH2:23][CH2:24][C:25]#[C:26][C:27]2[CH:32]=[C:31]([CH3:33])[C:30]([OH:34])=[CH:29][C:28]=2[CH3:35])[CH2:21][CH2:20][CH2:19][CH2:18]1. The catalyst is C1COCC1. The product is [CH3:16][O:15][C:9](=[O:14])[CH2:10][C:11](=[O:12])[CH2:13][C:22]([CH:17]1[CH2:21][CH2:20][CH2:19][CH2:18]1)([OH:36])[CH2:23][CH2:24][C:25]#[C:26][C:27]1[CH:32]=[C:31]([CH3:33])[C:30]([OH:34])=[CH:29][C:28]=1[CH3:35]. The yield is 0.480.